From a dataset of Catalyst prediction with 721,799 reactions and 888 catalyst types from USPTO. Predict which catalyst facilitates the given reaction. (1) Reactant: Cl[C:2]1[C:7]([C:8]([F:11])([F:10])[F:9])=[CH:6][CH:5]=[C:4]([O:12][C:13]2[CH:18]=[CH:17][CH:16]=[C:15]([CH:19]=[C:20]3[CH2:29][CH2:28][C:23]4([O:27][CH2:26][CH2:25][O:24]4)[CH2:22][CH2:21]3)[CH:14]=2)[N:3]=1.[CH3:30][N:31](C=O)C. Product: [O:27]1[C:23]2([CH2:28][CH2:29][C:20](=[CH:19][C:15]3[CH:14]=[C:13]([CH:18]=[CH:17][CH:16]=3)[O:12][C:4]3[N:3]=[C:2]([C:30]#[N:31])[C:7]([C:8]([F:11])([F:10])[F:9])=[CH:6][CH:5]=3)[CH2:21][CH2:22]2)[O:24][CH2:25][CH2:26]1. The catalyst class is: 507. (2) Product: [CH2:27]([N:34]1[CH2:39][CH2:38][CH:37]([NH:40][C:2]2[CH:3]=[CH:4][C:5]([C:8]3[C:16]4[C:11](=[CH:12][C:13]([F:17])=[CH:14][CH:15]=4)[NH:10][CH:9]=3)=[CH:6][N:7]=2)[CH2:36][CH2:35]1)[C:28]1[CH:29]=[CH:30][CH:31]=[CH:32][CH:33]=1. Reactant: Cl[C:2]1[N:7]=[CH:6][C:5]([C:8]2[C:16]3[C:11](=[CH:12][C:13]([F:17])=[CH:14][CH:15]=3)[N:10](S(C3C=CC=CC=3)(=O)=O)[CH:9]=2)=[CH:4][CH:3]=1.[CH2:27]([N:34]1[CH2:39][CH2:38][CH:37]([NH2:40])[CH2:36][CH2:35]1)[C:28]1[CH:33]=[CH:32][CH:31]=[CH:30][CH:29]=1. The catalyst class is: 37. (3) Product: [N:1]([CH2:55][C:54]1[O:53][N:52]=[C:51]([CH3:57])[C:50]=1[C:49]1[CH:48]=[CH:47][N:46]=[C:45]([F:58])[C:44]=1[C:42]([C:39]1[CH:38]=[CH:37][C:36]([Cl:35])=[CH:41][CH:40]=1)=[O:43])=[N+:2]=[N-:3]. The catalyst class is: 6. Reactant: [N:1](C(C1C(C2C=CC=CC=2C(C2C=CC(Cl)=CC=2)=O)=C(C)ON=1)C)=[N+:2]=[N-:3].CN(C=O)C.C(#N)C.[Cl:35][C:36]1[CH:41]=[CH:40][C:39]([C:42]([C:44]2[C:45]([F:58])=[N:46][CH:47]=[CH:48][C:49]=2[C:50]2[C:51]([CH3:57])=[N:52][O:53][C:54]=2[CH2:55]O)=[O:43])=[CH:38][CH:37]=1. (4) Reactant: [Cl:1][C:2]1[N:3]=[C:4]2[NH:12][C@H:11]([C:13]([F:16])([F:15])[F:14])[CH2:10][CH2:9][N:5]2[C:6](=[O:8])[CH:7]=1.C(=O)([O-])[O-].[Cs+].[Cs+].Br.Br[CH2:25][C:26]([C:28]1[CH:33]=[CH:32][N:31]=[CH:30][CH:29]=1)=[O:27]. Product: [Cl:1][C:2]1[N:3]=[C:4]2[N:12]([CH2:25][C:26](=[O:27])[C:28]3[CH:33]=[CH:32][N:31]=[CH:30][CH:29]=3)[C@H:11]([C:13]([F:14])([F:15])[F:16])[CH2:10][CH2:9][N:5]2[C:6](=[O:8])[CH:7]=1. The catalyst class is: 10. (5) Reactant: [Br:1][C:2]1[CH:3]=[CH:4][C:5]([O:25][CH2:26][C:27]([CH3:29])=[CH2:28])=[C:6]([C:8]2[CH:13]=[CH:12][CH:11]=[CH:10][C:9]=2[C:14]2[N:19]=[C:18]([C:20]([O:22]CC)=[O:21])[CH:17]=[CH:16][CH:15]=2)[CH:7]=1.[OH-].[Na+:31]. Product: [Br:1][C:2]1[CH:3]=[CH:4][C:5]([O:25][CH2:26][C:27]([CH3:29])=[CH2:28])=[C:6]([C:8]2[CH:13]=[CH:12][CH:11]=[CH:10][C:9]=2[C:14]2[N:19]=[C:18]([C:20]([O-:22])=[O:21])[CH:17]=[CH:16][CH:15]=2)[CH:7]=1.[Na+:31]. The catalyst class is: 8. (6) Reactant: [OH-].[Na+].C[O:4][C:5](=[O:34])[CH2:6][CH2:7][CH2:8][CH2:9][CH2:10][CH2:11][CH2:12][CH2:13][O:14][C:15]([C:28]1[CH:33]=[CH:32][CH:31]=[CH:30][CH:29]=1)([C:22]1[CH:27]=[CH:26][CH:25]=[CH:24][CH:23]=1)[C:16]1[CH:21]=[CH:20][CH:19]=[CH:18][CH:17]=1. Product: [C:15]([O:14][CH2:13][CH2:12][CH2:11][CH2:10][CH2:9][CH2:8][CH2:7][CH2:6][C:5]([OH:34])=[O:4])([C:22]1[CH:23]=[CH:24][CH:25]=[CH:26][CH:27]=1)([C:28]1[CH:33]=[CH:32][CH:31]=[CH:30][CH:29]=1)[C:16]1[CH:17]=[CH:18][CH:19]=[CH:20][CH:21]=1. The catalyst class is: 1. (7) Reactant: Cl[C:2]1[C:11]2=[N:12][N:13](CC3C=CC(OC)=CC=3)[CH:14]=[C:10]2[C:9]2[CH:8]=[C:7]([O:24][CH3:25])[CH:6]=[CH:5][C:4]=2[N:3]=1.[NH2:26][C:27]1[CH:36]=[CH:35][C:30]2[NH:31][C:32](=[O:34])[NH:33][C:29]=2[CH:28]=1.Cl. Product: [CH3:25][O:24][C:7]1[CH:6]=[CH:5][C:4]2[N:3]=[C:2]([NH:26][C:27]3[CH:36]=[CH:35][C:30]4[NH:31][C:32](=[O:34])[NH:33][C:29]=4[CH:28]=3)[C:11]3=[N:12][NH:13][CH:14]=[C:10]3[C:9]=2[CH:8]=1. The catalyst class is: 71. (8) Reactant: [CH2:1]([C:3]1[C:4]([CH3:26])=[C:5]2[C:9](=[C:10]([O:18][CH2:19][CH2:20][Si:21]([CH3:24])([CH3:23])[CH3:22])[C:11]=1[CH2:12][CH:13]=[C:14]([CH3:17])[CH2:15][OH:16])[C:8](=[O:25])[O:7][CH2:6]2)[CH3:2].[C:27]([N:34]1[CH:38]=[CH:37]N=C1)(N1C=CN=C1)=[O:28].NCC[P:42](=[O:49])([O:46][CH2:47][CH3:48])[O:43][CH2:44][CH3:45]. Product: [CH2:44]([O:43][P:42]([CH2:37][CH2:38][NH:34][C:27]([O:16][CH2:15][C:14]([CH3:17])=[CH:13][CH2:12][C:11]1[C:10]([O:18][CH2:19][CH2:20][Si:21]([CH3:22])([CH3:23])[CH3:24])=[C:9]2[C:5](=[C:4]([CH3:26])[C:3]=1[CH2:1][CH3:2])[CH2:6][O:7][C:8]2=[O:25])=[O:28])(=[O:49])[O:46][CH2:47][CH3:48])[CH3:45]. The catalyst class is: 2.